Predict which catalyst facilitates the given reaction. From a dataset of Catalyst prediction with 721,799 reactions and 888 catalyst types from USPTO. (1) Reactant: Cl[CH2:2][C:3]([CH:5]1[CH2:9][CH2:8][CH2:7][CH2:6]1)=[O:4].[CH3:10][O:11][C:12]1[CH:17]=[CH:16][C:15]([SH:18])=[CH:14][CH:13]=1.C(N(CC)CC)C.O. Product: [CH:5]1([C:3](=[O:4])[CH2:2][S:18][C:15]2[CH:16]=[CH:17][C:12]([O:11][CH3:10])=[CH:13][CH:14]=2)[CH2:9][CH2:8][CH2:7][CH2:6]1. The catalyst class is: 1. (2) Reactant: [O:1]=[C:2]1[C:11]2[C:6](=[CH:7][CH:8]=[CH:9][CH:10]=2)[NH:5][N:4]=[C:3]1[C:12]([OH:14])=O.[Cl:15][C:16]1[CH:23]=[CH:22][C:19]([CH2:20][NH2:21])=[CH:18][CH:17]=1.C(Cl)CCl.C1C=CC2N(O)N=NC=2C=1. Product: [Cl:15][C:16]1[CH:23]=[CH:22][C:19]([CH2:20][NH:21][C:12]([C:3]2[C:2](=[O:1])[C:11]3[C:6](=[CH:7][CH:8]=[CH:9][CH:10]=3)[NH:5][N:4]=2)=[O:14])=[CH:18][CH:17]=1. The catalyst class is: 18. (3) Reactant: [OH:1][CH:2]([CH2:23][OH:24])[CH2:3][N:4]1[C:12]([C:13]2[S:14][CH:15]=[C:16]([CH3:18])[N:17]=2)=[C:11]2[C:6]([N:7]([CH3:22])[C:8](=[O:21])[N:9]([CH3:20])[C:10]2=[O:19])=[CH:5]1.[Cl:25][C:26]1[O:30][C:29]([CH:31]=O)=[CH:28][CH:27]=1.[O-]S(C(F)(F)F)(=O)=O.[Bi+3].[O-]S(C(F)(F)F)(=O)=O.[O-]S(C(F)(F)F)(=O)=O.C(O)(C(F)(F)F)=O. Product: [Cl:25][C:26]1[O:30][C:29]([CH:31]2[C:5]3=[C:6]4[N:7]([CH3:22])[C:8](=[O:21])[N:9]([CH3:20])[C:10](=[O:19])[C:11]4=[C:12]([C:13]4[S:14][CH:15]=[C:16]([CH3:18])[N:17]=4)[N:4]3[CH2:3][CH:2]([CH2:23][OH:24])[O:1]2)=[CH:28][CH:27]=1. The catalyst class is: 8. (4) Reactant: I[C:2]1[CH:3]=[C:4]([C:22]([O:24]C)=O)[C:5]([O:8][C:9]2[CH:14]=[CH:13][C:12]([O:15][C:16]3[CH:21]=[CH:20][CH:19]=[CH:18][CH:17]=3)=[CH:11][CH:10]=2)=[N:6][CH:7]=1.[NH2:26][CH:27]1[CH2:32][CH2:31][N:30]([C:33](OC(C)(C)C)=O)[CH2:29][CH2:28]1.[NH3:40].[N:41]#CBr. Product: [C:33]([N:30]1[CH2:31][CH2:32][CH:27]([NH:26][C:2]2[CH:3]=[C:4]([C:22]([NH2:41])=[O:24])[C:5]([O:8][C:9]3[CH:10]=[CH:11][C:12]([O:15][C:16]4[CH:17]=[CH:18][CH:19]=[CH:20][CH:21]=4)=[CH:13][CH:14]=3)=[N:6][CH:7]=2)[CH2:28][CH2:29]1)#[N:40]. The catalyst class is: 240. (5) Reactant: [Br:1][C:2]1[N:3]=[C:4]([C@@H:16]2[CH2:20][C@H:19]([CH3:21])[CH2:18][N:17]2[C:22]([O:24][C:25]([CH3:28])([CH3:27])[CH3:26])=[O:23])[N:5]([CH2:8][O:9][CH2:10][CH2:11][Si:12]([CH3:15])([CH3:14])[CH3:13])[C:6]=1Br.[Li]CCCC.CN([CH:37]=[O:38])C. Product: [Br:1][C:2]1[N:3]=[C:4]([C@@H:16]2[CH2:20][C@H:19]([CH3:21])[CH2:18][N:17]2[C:22]([O:24][C:25]([CH3:26])([CH3:27])[CH3:28])=[O:23])[N:5]([CH2:8][O:9][CH2:10][CH2:11][Si:12]([CH3:14])([CH3:13])[CH3:15])[C:6]=1[CH:37]=[O:38]. The catalyst class is: 1. (6) Product: [O:8]1[CH:9]=[CH:10][CH:11]=[C:7]1[C:5]1[CH:4]=[C:3]([C:2]([F:14])([F:13])[F:1])[NH:17][N:16]=1. The catalyst class is: 11. Reactant: [F:1][C:2]([F:14])([F:13])[C:3](=O)[CH2:4][C:5]([C:7]1[O:8][CH:9]=[CH:10][CH:11]=1)=O.O.[NH2:16][NH2:17]. (7) Reactant: [CH:1]([O:4][C:5]1[CH:13]=[CH:12][CH:11]=[C:10]([CH2:14][CH2:15][CH2:16][CH2:17][CH2:18][CH2:19][CH2:20][CH2:21][CH2:22][CH2:23][CH2:24][CH2:25][CH2:26][CH2:27][CH3:28])[C:6]=1[C:7](Cl)=[O:8])([CH3:3])[CH3:2].[NH2:29][C:30]1[CH:31]=[CH:32][C:33]([N+:40]([O-:42])=[O:41])=[C:34]([C:36]([F:39])([F:38])[F:37])[CH:35]=1.C(N(CC)CC)C. Product: [CH:1]([O:4][C:5]1[CH:13]=[CH:12][CH:11]=[C:10]([CH2:14][CH2:15][CH2:16][CH2:17][CH2:18][CH2:19][CH2:20][CH2:21][CH2:22][CH2:23][CH2:24][CH2:25][CH2:26][CH2:27][CH3:28])[C:6]=1[C:7]([NH:29][C:30]1[CH:31]=[CH:32][C:33]([N+:40]([O-:42])=[O:41])=[C:34]([C:36]([F:37])([F:38])[F:39])[CH:35]=1)=[O:8])([CH3:3])[CH3:2]. The catalyst class is: 4. (8) Reactant: [CH3:1][C:2]1[C:3]([C:11]2[CH:33]=[CH:32][C:14]([C:15]([NH:17][C:18]3[CH:23]=[CH:22][CH:21]=[CH:20][C:19]=3[NH:24][C:25](=[O:31])[O:26][C:27]([CH3:30])([CH3:29])[CH3:28])=[O:16])=[CH:13][CH:12]=2)=[N:4][CH:5]=[C:6]([N+:8]([O-])=O)[CH:7]=1. Product: [NH2:8][C:6]1[CH:7]=[C:2]([CH3:1])[C:3]([C:11]2[CH:12]=[CH:13][C:14]([C:15]([NH:17][C:18]3[CH:23]=[CH:22][CH:21]=[CH:20][C:19]=3[NH:24][C:25](=[O:31])[O:26][C:27]([CH3:29])([CH3:30])[CH3:28])=[O:16])=[CH:32][CH:33]=2)=[N:4][CH:5]=1. The catalyst class is: 293. (9) Reactant: [H-].[Na+].[CH2:3]([SH:5])[CH3:4].Cl[C:7]1[N:8]=[C:9]2[CH:14]=[CH:13][C:12]([CH2:15][CH2:16][CH3:17])=[N:11][N:10]2[C:18]=1[S:19]([NH2:22])(=[O:21])=[O:20].Cl. Product: [CH2:3]([S:5][C:7]1[N:8]=[C:9]2[CH:14]=[CH:13][C:12]([CH2:15][CH2:16][CH3:17])=[N:11][N:10]2[C:18]=1[S:19]([NH2:22])(=[O:21])=[O:20])[CH3:4]. The catalyst class is: 18. (10) Reactant: C([Si](C)(C)[O:6][CH2:7][CH2:8][N:9]1[CH:13]([CH3:14])[C:12](=[O:15])[N:11]([C:16]2[CH:21]=[C:20]([CH2:22][C:23]3[C:32]4[C:27](=[CH:28][CH:29]=[CH:30][CH:31]=4)[C:26](=[O:33])[NH:25][N:24]=3)[CH:19]=[CH:18][C:17]=2[F:34])[C:10]1=[O:35])(C)(C)C.CCCC[N+](CCCC)(CCCC)CCCC.[F-].C(OCC)(=O)C.CO. Product: [F:34][C:17]1[CH:18]=[CH:19][C:20]([CH2:22][C:23]2[C:32]3[C:27](=[CH:28][CH:29]=[CH:30][CH:31]=3)[C:26](=[O:33])[NH:25][N:24]=2)=[CH:21][C:16]=1[N:11]1[C:12](=[O:15])[CH:13]([CH3:14])[N:9]([CH2:8][CH2:7][OH:6])[C:10]1=[O:35]. The catalyst class is: 20.